This data is from Forward reaction prediction with 1.9M reactions from USPTO patents (1976-2016). The task is: Predict the product of the given reaction. The product is: [ClH:48].[NH2:25][C@H:26]([C:30]1[N:11]([C:12]2[CH:13]=[CH:14][CH:15]=[CH:16][CH:17]=2)[C:3]2[C:4]([C:5]#[N:6])=[C:7]([F:10])[CH:8]=[CH:9][C:2]=2[N:1]=1)[CH3:27]. Given the reactants [NH2:1][C:2]1[C:3]([NH:11][C:12]2[CH:17]=[CH:16][CH:15]=[CH:14][CH:13]=2)=[C:4]([C:7]([F:10])=[CH:8][CH:9]=1)[C:5]#[N:6].C(OC([NH:25][C@@H:26]([CH3:30])[C:27](O)=O)=O)(C)(C)C.C1C=NC2N(O)N=NC=2C=1.CN1CCOCC1.[ClH:48].CN(C)CCCN=C=NCC, predict the reaction product.